Task: Regression. Given two drug SMILES strings and cell line genomic features, predict the synergy score measuring deviation from expected non-interaction effect.. Dataset: NCI-60 drug combinations with 297,098 pairs across 59 cell lines (1) Drug 1: CN(CC1=CN=C2C(=N1)C(=NC(=N2)N)N)C3=CC=C(C=C3)C(=O)NC(CCC(=O)O)C(=O)O. Drug 2: C1=NC2=C(N=C(N=C2N1C3C(C(C(O3)CO)O)F)Cl)N. Cell line: NCI-H522. Synergy scores: CSS=20.9, Synergy_ZIP=-11.2, Synergy_Bliss=-8.99, Synergy_Loewe=-20.9, Synergy_HSA=-8.74. (2) Drug 1: CC1=CC=C(C=C1)C2=CC(=NN2C3=CC=C(C=C3)S(=O)(=O)N)C(F)(F)F. Drug 2: C1CCC(C(C1)N)N.C(=O)(C(=O)[O-])[O-].[Pt+4]. Cell line: SK-MEL-5. Synergy scores: CSS=33.5, Synergy_ZIP=-10.3, Synergy_Bliss=-1.30, Synergy_Loewe=-8.40, Synergy_HSA=-0.529. (3) Drug 1: CC12CCC3C(C1CCC2=O)CC(=C)C4=CC(=O)C=CC34C. Drug 2: CCC1(C2=C(COC1=O)C(=O)N3CC4=CC5=C(C=CC(=C5CN(C)C)O)N=C4C3=C2)O.Cl. Cell line: MDA-MB-231. Synergy scores: CSS=35.2, Synergy_ZIP=-4.80, Synergy_Bliss=-6.75, Synergy_Loewe=-9.86, Synergy_HSA=-5.48. (4) Drug 1: CC(C)(C#N)C1=CC(=CC(=C1)CN2C=NC=N2)C(C)(C)C#N. Drug 2: CC1=C(C=C(C=C1)C(=O)NC2=CC(=CC(=C2)C(F)(F)F)N3C=C(N=C3)C)NC4=NC=CC(=N4)C5=CN=CC=C5. Cell line: HT29. Synergy scores: CSS=3.25, Synergy_ZIP=1.78, Synergy_Bliss=2.19, Synergy_Loewe=3.66, Synergy_HSA=0.103. (5) Drug 1: CC(C1=C(C=CC(=C1Cl)F)Cl)OC2=C(N=CC(=C2)C3=CN(N=C3)C4CCNCC4)N. Drug 2: C1=CC=C(C=C1)NC(=O)CCCCCCC(=O)NO. Cell line: DU-145. Synergy scores: CSS=28.1, Synergy_ZIP=-4.62, Synergy_Bliss=1.06, Synergy_Loewe=-6.92, Synergy_HSA=-0.135.